From a dataset of Full USPTO retrosynthesis dataset with 1.9M reactions from patents (1976-2016). Predict the reactants needed to synthesize the given product. Given the product [Br:27][C:23]1[C:22]([NH:8][C@@H:9]2[C@@H:14]3[CH2:15][C@@H:11]([CH:12]=[CH:13]3)[C@@H:10]2[C:16]([NH2:18])=[O:17])=[N:21][C:20]([NH:7][C:5]2[C:4]([CH3:29])=[N:3][N:2]([CH3:1])[CH:6]=2)=[N:25][CH:24]=1, predict the reactants needed to synthesize it. The reactants are: [CH3:1][N:2]1[CH:6]=[C:5]([NH2:7])[CH:4]=[N:3]1.[NH2:8][C@@H:9]1[C@@H:14]2[CH2:15][C@@H:11]([CH:12]=[CH:13]2)[C@@H:10]1[C:16]([NH2:18])=[O:17].Cl[C:20]1[N:25]=[C:24](Cl)[C:23]([Br:27])=[CH:22][N:21]=1.Cl[C:29]1N=C(Cl)C(F)=CN=1.